Dataset: Reaction yield outcomes from USPTO patents with 853,638 reactions. Task: Predict the reaction yield, written as a fraction of the theoretical maximum amount of product (1.0 means a 100% yield; for example, 0.34 means a 34% yield). (1) The reactants are [OH:1][C:2]([CH3:27])([CH3:26])[C@H:3]([NH:5][C:6]([C:8]1[C:16]2[C:11](=[N:12][CH:13]=[C:14](Br)[N:15]=2)[N:10]([CH2:18][O:19][CH2:20][CH2:21][Si:22]([CH3:25])([CH3:24])[CH3:23])[CH:9]=1)=[O:7])[CH3:4].[Cl:28][C:29]1[CH:37]=[C:36]2[C:32]([C:33]([Sn](CCCC)(CCCC)CCCC)=[N:34][N:35]2[CH3:38])=[CH:31][CH:30]=1. The catalyst is CN(C=O)C.C1C=CC([P]([Pd]([P](C2C=CC=CC=2)(C2C=CC=CC=2)C2C=CC=CC=2)([P](C2C=CC=CC=2)(C2C=CC=CC=2)C2C=CC=CC=2)[P](C2C=CC=CC=2)(C2C=CC=CC=2)C2C=CC=CC=2)(C2C=CC=CC=2)C2C=CC=CC=2)=CC=1.[Cu]I. The product is [OH:1][C:2]([CH3:27])([CH3:26])[C@H:3]([NH:5][C:6]([C:8]1[C:16]2[C:11](=[N:12][CH:13]=[C:14]([C:33]3[C:32]4[C:36](=[CH:37][C:29]([Cl:28])=[CH:30][CH:31]=4)[N:35]([CH3:38])[N:34]=3)[N:15]=2)[N:10]([CH2:18][O:19][CH2:20][CH2:21][Si:22]([CH3:25])([CH3:24])[CH3:23])[CH:9]=1)=[O:7])[CH3:4]. The yield is 0.860. (2) The reactants are [NH2:1][C:2]1[CH:7]=[CH:6][C:5]([C:8]2([C:14]#[N:15])[CH2:13][CH2:12][CH2:11][CH2:10][CH2:9]2)=[CH:4][C:3]=1Br.[CH3:17][C:18]1([CH3:27])[CH2:23][CH2:22][C:21](B(O)O)=[CH:20][CH2:19]1.C([O-])([O-])=O.[Na+].[Na+]. The catalyst is CN(C=O)C.C1C=CC(P(C2C=CC=CC=2)[C-]2C=CC=C2)=CC=1.C1C=CC(P(C2C=CC=CC=2)[C-]2C=CC=C2)=CC=1.Cl[Pd]Cl.[Fe+2]. The product is [NH2:1][C:2]1[CH:7]=[CH:6][C:5]([C:8]2([C:14]#[N:15])[CH2:13][CH2:12][CH2:11][CH2:10][CH2:9]2)=[CH:4][C:3]=1[C:21]1[CH2:22][CH2:23][C:18]([CH3:27])([CH3:17])[CH2:19][CH:20]=1. The yield is 0.300. (3) The reactants are [CH3:1][O:2][C:3]1[CH:41]=[CH:40][CH:39]=[CH:38][C:4]=1[CH2:5][NH:6][C:7]([C:9]1[N:13]([C:14]2[N:19]=[C:18]([CH2:20][NH:21][C:22](=[O:33])[C@@H:23]([NH:25]C(=O)OC(C)(C)C)[CH3:24])[CH:17]=[CH:16][CH:15]=2)[N:12]=[C:11]([C:34]([F:37])([F:36])[F:35])[CH:10]=1)=[O:8].FC(F)(F)C(O)=O. The catalyst is C(Cl)Cl. The product is [NH2:25][C@@H:23]([CH3:24])[C:22]([NH:21][CH2:20][C:18]1[N:19]=[C:14]([N:13]2[C:9]([C:7]([NH:6][CH2:5][C:4]3[CH:38]=[CH:39][CH:40]=[CH:41][C:3]=3[O:2][CH3:1])=[O:8])=[CH:10][C:11]([C:34]([F:35])([F:37])[F:36])=[N:12]2)[CH:15]=[CH:16][CH:17]=1)=[O:33]. The yield is 0.561. (4) The product is [Cl:41][C:42]1[CH:46]=[CH:45][S:44][C:43]=1[C:47]([NH:36][C@H:35]([C:37]([OH:39])=[O:38])[CH2:34][C:31]1[CH:30]=[CH:29][C:28]([CH2:27][CH2:26][CH2:25][C:16]2[CH:17]=[CH:18][C:19]3[CH2:20][CH2:21][CH2:22][NH:23][C:24]=3[N:15]=2)=[CH:33][N:32]=1)=[O:48]. The reactants are CCN=C=NCCCN(C)C.OP=O.[N:15]1[C:24]2[NH:23][CH2:22][CH2:21][CH2:20][C:19]=2[CH:18]=[CH:17][C:16]=1[CH2:25][CH2:26][CH2:27][C:28]1[CH:29]=[CH:30][C:31]([CH2:34][C@@H:35]([C:37]([O:39]C)=[O:38])[NH2:36])=[N:32][CH:33]=1.[Cl:41][C:42]1[CH:46]=[CH:45][S:44][C:43]=1[C:47](O)=[O:48].[OH-].[Na+]. The catalyst is C(Cl)Cl.CN(C=O)C. The yield is 0.490. (5) The reactants are [F:1][C:2]1[C:7]([C:8]2[N:9]=[C:10]([CH2:22][N:23](C)[C:24](=O)OC(C)(C)C)[S:11][C:12]=2[S:13]([C:16]2[CH:17]=[N:18][CH:19]=[CH:20][CH:21]=2)(=[O:15])=[O:14])=[CH:6][CH:5]=[CH:4][N:3]=1.C(OCC)(=O)C.C(OCC)(=O)C.Cl. The catalyst is CC(O)C. The product is [F:1][C:2]1[C:7]([C:8]2[N:9]=[C:10]([CH2:22][NH:23][CH3:24])[S:11][C:12]=2[S:13]([C:16]2[CH:17]=[N:18][CH:19]=[CH:20][CH:21]=2)(=[O:14])=[O:15])=[CH:6][CH:5]=[CH:4][N:3]=1. The yield is 0.420.